Regression. Given a peptide amino acid sequence and an MHC pseudo amino acid sequence, predict their binding affinity value. This is MHC class I binding data. From a dataset of Peptide-MHC class I binding affinity with 185,985 pairs from IEDB/IMGT. The peptide sequence is AADSFATSY. The MHC is HLA-A01:01 with pseudo-sequence HLA-A01:01. The binding affinity (normalized) is 0.599.